From a dataset of Reaction yield outcomes from USPTO patents with 853,638 reactions. Predict the reaction yield, written as a fraction of the theoretical maximum amount of product (1.0 means a 100% yield; for example, 0.34 means a 34% yield). (1) The reactants are [CH3:1][N:2]1[C:10]2[C:5](=[CH:6][C:7]([N+:11]([O-])=O)=[CH:8][CH:9]=2)[CH:4]=[N:3]1.[H][H]. The catalyst is C(O)C.[Pd]. The product is [CH3:1][N:2]1[C:10]2[C:5](=[CH:6][C:7]([NH2:11])=[CH:8][CH:9]=2)[CH:4]=[N:3]1. The yield is 0.780. (2) The reactants are [N:1]1[CH:6]=[CH:5][CH:4]=[CH:3][C:2]=1[C:7]#[C:8][CH2:9][CH2:10]O.[C:12]1(=[O:22])[C:21]2[C:16](=[CH:17][CH:18]=[CH:19][CH:20]=2)[CH:15]=[N:14][NH:13]1. No catalyst specified. The product is [N:1]1[CH:6]=[CH:5][CH:4]=[CH:3][C:2]=1[C:7]#[C:8][CH2:9][CH2:10][N:13]1[N:14]=[CH:15][C:16]2[C:21](=[CH:20][CH:19]=[CH:18][CH:17]=2)[C:12]1=[O:22]. The yield is 0.110. (3) The reactants are [NH2:1][C:2]1[CH:7]=[CH:6][CH:5]=[CH:4][C:3]=1[SH:8].[CH3:9][C:10]1[CH:17]=[C:14]([CH:15]=O)[C:13]([OH:18])=[CH:12][CH:11]=1. The catalyst is O1CCOCC1. The product is [S:8]1[C:3]2[CH:4]=[CH:5][CH:6]=[CH:7][C:2]=2[N:1]=[C:15]1[C:14]1[CH:17]=[C:10]([CH3:9])[CH:11]=[CH:12][C:13]=1[OH:18]. The yield is 0.370. (4) The reactants are [CH3:1][CH:2]([CH3:31])[CH2:3][CH:4]([NH:21][C:22]1[CH:30]=[CH:29][C:25]([C:26]([OH:28])=O)=[CH:24][N:23]=1)[C:5]1[CH:10]=[CH:9][C:8]([C:11]2[CH:16]=[CH:15][C:14]([C:17]([F:20])([F:19])[F:18])=[CH:13][CH:12]=2)=[CH:7][CH:6]=1.CC(S(N)=O)(C)C.F[P-](F)(F)(F)(F)F.N1(OC(N(C)C)=[N+](C)C)C2N=CC=CC=2N=N1.CN1CCOCC1.[NH:70]1[C:74]([CH2:75][NH2:76])=[N:73][N:72]=[N:71]1. The product is [N:70]1[NH:71][N:72]=[N:73][C:74]=1[CH2:75][NH:76][C:26](=[O:28])[C:25]1[CH:29]=[CH:30][C:22]([NH:21][CH:4]([C:5]2[CH:6]=[CH:7][C:8]([C:11]3[CH:16]=[CH:15][C:14]([C:17]([F:19])([F:20])[F:18])=[CH:13][CH:12]=3)=[CH:9][CH:10]=2)[CH2:3][CH:2]([CH3:1])[CH3:31])=[N:23][CH:24]=1. The yield is 0.0420. The catalyst is CN(C)C=O. (5) The reactants are [CH3:1][C:2]1[NH:3][C:4]2[CH:10]=[CH:9][CH:8]=[CH:7][C:5]=2[N:6]=1.[OH-].[K+].[CH3:13]I.O. The catalyst is CC(C)=O. The product is [CH3:13][N:3]1[C:4]2[CH:10]=[CH:9][CH:8]=[CH:7][C:5]=2[N:6]=[C:2]1[CH3:1]. The yield is 0.540.